Task: Predict the product of the given reaction.. Dataset: Forward reaction prediction with 1.9M reactions from USPTO patents (1976-2016) Given the reactants C([O:3][C:4](=O)[CH2:5][O:6][C:7]1[CH:16]=[C:15]2[C:10]([C:11]([N:18]3[CH2:22][CH2:21][CH2:20][CH2:19]3)=[CH:12][C:13]([CH3:17])=[N:14]2)=[CH:9][CH:8]=1)C.[BH4-].[Na+].Cl, predict the reaction product. The product is: [CH3:17][C:13]1[CH:12]=[C:11]([N:18]2[CH2:19][CH2:20][CH2:21][CH2:22]2)[C:10]2[C:15](=[CH:16][C:7]([O:6][CH2:5][CH2:4][OH:3])=[CH:8][CH:9]=2)[N:14]=1.